From a dataset of Full USPTO retrosynthesis dataset with 1.9M reactions from patents (1976-2016). Predict the reactants needed to synthesize the given product. (1) Given the product [F:43][CH:41]([F:42])[C:30]1[C:31]2[C:32]([F:39])([F:40])[CH2:33][CH2:34][C:35]([F:37])([F:38])[C:36]=2[N:28]([CH2:27][C:26]([NH:25][C@H:15]([C:13]2[C:12]([C:45]3[CH:46]=[CH:47][C:48]([F:54])=[C:49]([CH:53]=3)[C:50]([NH2:52])=[O:51])=[CH:11][N:10]=[C:9]([NH:55][CH2:56][CH2:57][N:58]3[CH2:62][CH2:61][CH2:60][C:59]3=[O:63])[N:14]=2)[CH2:16][C:17]2[CH:22]=[C:21]([F:23])[CH:20]=[C:19]([F:24])[CH:18]=2)=[O:44])[N:29]=1, predict the reactants needed to synthesize it. The reactants are: N1(CCN[C:9]2[N:14]=[C:13]([C@@H:15]([NH:25][C:26](=[O:44])[CH2:27][N:28]3[C:36]4[C:35]([F:38])([F:37])[CH2:34][CH2:33][C:32]([F:40])([F:39])[C:31]=4[C:30]([CH:41]([F:43])[F:42])=[N:29]3)[CH2:16][C:17]3[CH:22]=[C:21]([F:23])[CH:20]=[C:19]([F:24])[CH:18]=3)[C:12]([C:45]3[CH:46]=[CH:47][C:48]([F:54])=[C:49]([CH:53]=3)[C:50]([NH2:52])=[O:51])=[CH:11][N:10]=2)C=CN=N1.[NH2:55][CH2:56][CH2:57][N:58]1[CH2:62][CH2:61][CH2:60][C:59]1=[O:63].BrC1C([C@@H](NC(=O)OC(C)(C)C)CC2C=C(F)C=C(F)C=2)=NC(S(C)(=O)=O)=NC=1. (2) Given the product [Br:15][C:16]1[CH:21]=[CH:20][C:19]([C@@H:22]([NH:24][CH2:3][CH2:4][C:5]([C:7]2[CH:12]=[CH:11][CH:10]=[CH:9][C:8]=2[F:13])=[O:6])[CH3:23])=[CH:18][CH:17]=1, predict the reactants needed to synthesize it. The reactants are: CN(C)[CH2:3][CH2:4][C:5]([C:7]1[CH:12]=[CH:11][CH:10]=[CH:9][C:8]=1[F:13])=[O:6].[Br:15][C:16]1[CH:21]=[CH:20][C:19]([C@@H:22]([NH2:24])[CH3:23])=[CH:18][CH:17]=1.O. (3) Given the product [NH2:12][C:8]1[N:7]=[C:6]([OH:14])[C:5]2[C:10](=[CH:11][C:2]([Br:1])=[CH:3][CH:4]=2)[N:9]=1, predict the reactants needed to synthesize it. The reactants are: [Br:1][C:2]1[CH:11]=[C:10]2[C:5]([C:6](N)=[N:7][C:8]([NH2:12])=[N:9]2)=[CH:4][CH:3]=1.[OH-:14].[Na+].N.Cl. (4) The reactants are: Br[C:2]1[CH:3]=[C:4]([O:9][CH3:10])[C:5]([NH2:8])=[N:6][CH:7]=1.[CH3:11][N:12]1[CH:16]=[CH:15][N:14]=[C:13]1[CH3:17].CC([O-])=O.[K+]. Given the product [CH3:11][N:12]1[C:16]([C:2]2[CH:3]=[C:4]([O:9][CH3:10])[C:5]([NH2:8])=[N:6][CH:7]=2)=[CH:15][N:14]=[C:13]1[CH3:17], predict the reactants needed to synthesize it.